Dataset: Reaction yield outcomes from USPTO patents with 853,638 reactions. Task: Predict the reaction yield, written as a fraction of the theoretical maximum amount of product (1.0 means a 100% yield; for example, 0.34 means a 34% yield). (1) The reactants are [O:1]1[C:5]2([CH2:10][CH2:9][C:8](=[O:11])[CH2:7][CH2:6]2)[O:4][CH2:3][CH2:2]1.[BH4-].[Na+]. The catalyst is CO. The product is [O:1]1[C:5]2([CH2:10][CH2:9][CH:8]([OH:11])[CH2:7][CH2:6]2)[O:4][CH2:3][CH2:2]1. The yield is 0.930. (2) The catalyst is ClCCl. The reactants are [C:1]([C:3]1[CH:4]=[C:5]([CH:9]=[C:10]([O:12][C:13]([F:16])([F:15])[F:14])[CH:11]=1)C(O)=O)#[N:2].[NH:17]=[C:18](OC)[C:19]1C=C([CH:25]=[C:26](OC(F)(F)F)[CH:27]=1)C(O)=O.C(Cl)(=O)C(Cl)=O.C([N:43](CC)CC)C.[CH3:48][N:49](C)[CH:50]=[O:51]. The product is [C:1]([C:3]1[CH:4]=[C:5]([C:50]2[O:51][N:43]=[C:48]([C:25]3[CH:26]=[CH:27][CH:19]=[CH:18][N:17]=3)[N:49]=2)[CH:9]=[C:10]([O:12][C:13]([F:14])([F:15])[F:16])[CH:11]=1)#[N:2]. The yield is 0.0450. (3) The reactants are [Cl:1][C:2]1[CH:3]=[C:4]2[C:8](=[CH:9][CH:10]=1)[N:7]([C:11]1[N:15]([CH3:16])[N:14]=[C:13]([CH3:17])[C:12]=1[CH2:18][CH2:19][N:20]1[S:24](=[O:26])(=[O:25])[N:23](CC3C=CC(OC)=CC=3)[C:22](=[O:36])[C@H:21]1[CH:37]([CH3:39])[CH3:38])[CH:6]=[CH:5]2. The catalyst is FC(F)(F)C(O)=O. The product is [Cl:1][C:2]1[CH:3]=[C:4]2[C:8](=[CH:9][CH:10]=1)[N:7]([C:11]1[N:15]([CH3:16])[N:14]=[C:13]([CH3:17])[C:12]=1[CH2:18][CH2:19][N:20]1[S:24](=[O:26])(=[O:25])[NH:23][C:22](=[O:36])[C@H:21]1[CH:37]([CH3:39])[CH3:38])[CH:6]=[CH:5]2. The yield is 0.250. (4) The reactants are [F:1][CH:2]([F:15])[O:3][C:4]1[CH:9]=[CH:8][C:7]([CH:10](O)[CH:11]([CH3:13])[CH3:12])=[CH:6][CH:5]=1.[N-:16]=[N+:17]=[N-:18].[Na+]. The catalyst is S(=O)(=O)(O)O.C(Cl)(Cl)Cl. The product is [N:16]([CH:10]([C:7]1[CH:8]=[CH:9][C:4]([O:3][CH:2]([F:15])[F:1])=[CH:5][CH:6]=1)[CH:11]([CH3:13])[CH3:12])=[N+:17]=[N-:18]. The yield is 0.790. (5) The reactants are [CH2:1]([C:5]1[N:6]=[C:7]([CH:27]([CH3:29])[CH3:28])[NH:8][C:9](=[O:26])[C:10]=1[CH2:11][C:12]1[CH:17]=[CH:16][C:15]([C:18]2[C:19]([C:24]#[N:25])=[CH:20][CH:21]=[CH:22][CH:23]=2)=[CH:14][CH:13]=1)[CH2:2][CH2:3][CH3:4].[O:30]1[C:34]2[CH:35]=[CH:36][C:37](B(O)O)=[CH:38][C:33]=2[CH2:32][CH2:31]1.N1C=CC=CC=1.C(N(CC)CC)C. The catalyst is C(OCC)(=O)C.C([O-])(=O)C.[Cu+2].C([O-])(=O)C.ClCCl. The product is [CH2:1]([C:5]1[N:6]=[C:7]([CH:27]([CH3:28])[CH3:29])[N:8]([C:37]2[CH:36]=[CH:35][C:34]3[O:30][CH2:31][CH2:32][C:33]=3[CH:38]=2)[C:9](=[O:26])[C:10]=1[CH2:11][C:12]1[CH:17]=[CH:16][C:15]([C:18]2[C:19]([C:24]#[N:25])=[CH:20][CH:21]=[CH:22][CH:23]=2)=[CH:14][CH:13]=1)[CH2:2][CH2:3][CH3:4]. The yield is 0.790. (6) The reactants are Br[C:2]1[CH:3]=[C:4]2[C:8](=[CH:9][CH:10]=1)[NH:7][CH2:6][C:5]2([CH3:12])[CH3:11].[N+](C1C=C(B(O)O)C=CC=1)([O-])=[O:14].C(=O)([O-])[O-].[Na+].[Na+]. The catalyst is C(COC)OC.O.[Pd].C1(P(C2C=CC=CC=2)C2C=CC=CC=2)C=CC=CC=1.C1(P(C2C=CC=CC=2)C2C=CC=CC=2)C=CC=CC=1.C1(P(C2C=CC=CC=2)C2C=CC=CC=2)C=CC=CC=1.C1(P(C2C=CC=CC=2)C2C=CC=CC=2)C=CC=CC=1. The product is [CH3:11][C:5]1([CH3:12])[C:4]2[C:8](=[CH:9][CH:10]=[CH:2][CH:3]=2)[NH:7][C:6]1=[O:14]. The yield is 0.600. (7) The reactants are C=O.[Cl:3][C:4]1[C:5]([F:33])=[C:6]([NH:10][C:11]2[C:20]3[C:15](=[CH:16][C:17]([O:31][CH3:32])=[C:18]([O:21][C@@H:22]4[CH2:27][CH2:26][NH:25][C@@H:24]([C:28]([NH2:30])=[O:29])[CH2:23]4)[CH:19]=3)[N:14]=[CH:13][N:12]=2)[CH:7]=[CH:8][CH:9]=1.[C:34](O[BH-](OC(=O)C)OC(=O)C)(=O)C.[Na+].C([O-])(O)=O.[Na+]. The catalyst is C(Cl)Cl.CC(O)=O.C(Cl)Cl. The product is [Cl:3][C:4]1[C:5]([F:33])=[C:6]([NH:10][C:11]2[C:20]3[C:15](=[CH:16][C:17]([O:31][CH3:32])=[C:18]([O:21][C@@H:22]4[CH2:27][CH2:26][N:25]([CH3:34])[C@@H:24]([C:28]([NH2:30])=[O:29])[CH2:23]4)[CH:19]=3)[N:14]=[CH:13][N:12]=2)[CH:7]=[CH:8][CH:9]=1. The yield is 0.800. (8) The reactants are Cl[S:2]([CH2:5][CH2:6][CH2:7][NH:8][C:9](=[O:11])[CH3:10])(=[O:4])=[O:3].[CH3:12][CH:13]([CH3:31])[C:14]([O:16][CH2:17][CH2:18][O:19][C:20](=[O:30])[NH:21][CH2:22][CH2:23][CH2:24][C:25]([CH3:29])([CH3:28])[CH2:26][OH:27])=[O:15].C(N(CC)CC)C. The catalyst is ClCCl.CN(C1C=CN=CC=1)C. The product is [CH3:12][CH:13]([CH3:31])[C:14]([O:16][CH2:17][CH2:18][O:19][C:20](=[O:30])[NH:21][CH2:22][CH2:23][CH2:24][C:25]([CH3:29])([CH3:28])[CH2:26][O:27][S:2]([CH2:5][CH2:6][CH2:7][NH:8][C:9](=[O:11])[CH3:10])(=[O:4])=[O:3])=[O:15]. The yield is 0.110.